This data is from Forward reaction prediction with 1.9M reactions from USPTO patents (1976-2016). The task is: Predict the product of the given reaction. (1) Given the reactants [C:1]([C:9]1[CH:14]=[CH:13][CH:12]=[CH:11][C:10]=1[C:15]1[CH:16]=[C:17]2[C:22](=[C:23]([O:25]COCC[Si](C)(C)C)[CH:24]=1)[N:21]=[CH:20][N:19](COCC[Si](C)(C)C)[C:18]2=[O:42])(=[O:8])[C:2]1[CH:7]=[CH:6][CH:5]=[CH:4][CH:3]=1.O, predict the reaction product. The product is: [C:1]([C:9]1[CH:14]=[CH:13][CH:12]=[CH:11][C:10]=1[C:15]1[CH:16]=[C:17]2[C:22](=[C:23]([OH:25])[CH:24]=1)[N:21]=[CH:20][NH:19][C:18]2=[O:42])(=[O:8])[C:2]1[CH:3]=[CH:4][CH:5]=[CH:6][CH:7]=1. (2) Given the reactants [O:1]1[CH2:6][CH2:5][CH:4]([CH:7]=O)[CH2:3][CH2:2]1.[CH3:9][C:10]([S@:13]([NH2:15])=[O:14])([CH3:12])[CH3:11].S([O-])([O-])(=O)=O.[Mg+2], predict the reaction product. The product is: [CH3:9][C:10]([S@:13](/[N:15]=[CH:7]/[CH:4]1[CH2:5][CH2:6][O:1][CH2:2][CH2:3]1)=[O:14])([CH3:12])[CH3:11]. (3) Given the reactants [CH3:1][O:2][C:3]([C:5]1[C:13]2[N:12]([CH2:14][C:15]3[CH:20]=[CH:19][C:18]([C:21]4[CH:25]=[C:24]([CH3:26])[S:23][C:22]=4[S:27](=[O:45])(=[O:44])[N:28]([C:37]4[O:41][N:40]=[C:39]([CH3:42])[C:38]=4[CH3:43])COCC[Si](C)(C)C)=[CH:17][CH:16]=3)[C:11]([O:46][CH2:47][CH3:48])=[N:10][C:9]=2[CH:8]=[CH:7][CH:6]=1)=[O:4].[F-].C([N+](CCCC)(CCCC)CCCC)CCC.Cl, predict the reaction product. The product is: [CH3:1][O:2][C:3]([C:5]1[C:13]2[N:12]([CH2:14][C:15]3[CH:20]=[CH:19][C:18]([C:21]4[CH:25]=[C:24]([CH3:26])[S:23][C:22]=4[S:27](=[O:44])(=[O:45])[NH:28][C:37]4[O:41][N:40]=[C:39]([CH3:42])[C:38]=4[CH3:43])=[CH:17][CH:16]=3)[C:11]([O:46][CH2:47][CH3:48])=[N:10][C:9]=2[CH:8]=[CH:7][CH:6]=1)=[O:4]. (4) Given the reactants [CH3:1][C:2]1[CH:14]=[CH:13][C:5]2[S:6][C:7]([S:9](Cl)(=[O:11])=[O:10])=[CH:8][C:4]=2[CH:3]=1.[O-:15][C:16]#[N:17].[Na+].N1C=CC=CC=1.Br.[NH2:26][C:27]1[S:28][C:29]([Br:32])=[CH:30][N:31]=1, predict the reaction product. The product is: [Br:32][C:29]1[S:28][C:27]([NH:26][C:16]([NH:17][S:9]([C:7]2[S:6][C:5]3[CH:13]=[CH:14][C:2]([CH3:1])=[CH:3][C:4]=3[CH:8]=2)(=[O:11])=[O:10])=[O:15])=[N:31][CH:30]=1. (5) Given the reactants [H-].[Na+].[Cl:3][C:4]1[CH:12]=[CH:11][C:10]2[NH:9][C:8]3[CH2:13][CH2:14][N:15]([CH3:18])[CH2:16][CH2:17][C:7]=3[C:6]=2[CH:5]=1.[O:19]1[CH2:21][CH:20]1[C:22]1[CH:23]=[N:24][CH:25]=[CH:26][CH:27]=1, predict the reaction product. The product is: [Cl:3][C:4]1[CH:12]=[CH:11][C:10]2[N:9]([CH2:21][CH:20]([C:22]3[CH:23]=[N:24][CH:25]=[CH:26][CH:27]=3)[OH:19])[C:8]3[CH2:13][CH2:14][N:15]([CH3:18])[CH2:16][CH2:17][C:7]=3[C:6]=2[CH:5]=1. (6) Given the reactants [CH:1]1([CH:7](O)[C:8]2[N:12]([CH3:13])[C:11]([C:14]([O:16][CH3:17])=[O:15])=[CH:10][CH:9]=2)[CH2:6][CH2:5][CH2:4][CH2:3][CH2:2]1.[SiH](CC)(CC)CC.C(O)(C(F)(F)F)=O, predict the reaction product. The product is: [CH:1]1([CH2:7][C:8]2[N:12]([CH3:13])[C:11]([C:14]([O:16][CH3:17])=[O:15])=[CH:10][CH:9]=2)[CH2:2][CH2:3][CH2:4][CH2:5][CH2:6]1. (7) Given the reactants C1C=C(Cl)C=C(C(OO)=[O:9])C=1.[N:12]1[CH:17]=[CH:16][CH:15]=[C:14]([C:18]2[CH:19]=[C:20]([C:28]3[CH:33]=[CH:32][CH:31]=[CH:30][CH:29]=3)[CH:21]=[CH:22][C:23]=2[C:24]([O:26][CH3:27])=[O:25])[CH:13]=1, predict the reaction product. The product is: [O-:9][N+:12]1[CH:17]=[CH:16][CH:15]=[C:14]([C:18]2[CH:19]=[C:20]([C:28]3[CH:29]=[CH:30][CH:31]=[CH:32][CH:33]=3)[CH:21]=[CH:22][C:23]=2[C:24]([O:26][CH3:27])=[O:25])[CH:13]=1. (8) The product is: [CH3:29][O:28][C:25]1[CH:24]=[CH:23][C:22]([C:21]2[C:14]3[C:13]([NH:12][C:8]4[CH:7]=[C:6]([CH2:5][CH2:4][C:3]([OH:36])=[O:2])[CH:11]=[CH:10][CH:9]=4)=[N:18][CH:17]=[N:16][C:15]=3[O:19][C:20]=2[C:30]2[CH:35]=[CH:34][CH:33]=[CH:32][CH:31]=2)=[CH:27][CH:26]=1. Given the reactants C[O:2][C:3](=[O:36])[CH2:4][CH2:5][C:6]1[CH:11]=[CH:10][CH:9]=[C:8]([NH:12][C:13]2[C:14]3[C:21]([C:22]4[CH:27]=[CH:26][C:25]([O:28][CH3:29])=[CH:24][CH:23]=4)=[C:20]([C:30]4[CH:35]=[CH:34][CH:33]=[CH:32][CH:31]=4)[O:19][C:15]=3[N:16]=[CH:17][N:18]=2)[CH:7]=1.[OH-].[Na+].Cl, predict the reaction product. (9) Given the reactants [N+:1]([C:4]1[CH:5]=[C:6]2[C:11](=[CH:12][CH:13]=1)[C:10](=[O:14])[NH:9][C:8](=[O:15])[CH2:7]2)([O-:3])=[O:2].C[C:17]([O:19][C:20](C)=O)=O.CN(C)C=O.C(OC)(OC)OC, predict the reaction product. The product is: [CH3:17][O:19]/[CH:20]=[C:7]1/[C:8](=[O:15])[NH:9][C:10](=[O:14])[C:11]2[C:6]/1=[CH:5][C:4]([N+:1]([O-:3])=[O:2])=[CH:13][CH:12]=2. (10) Given the reactants [C:1]1([C:13]([C:15]2[C:16](=[O:30])[NH:17][C:18](=[O:29])[C:19]=2[C:20]2[C:28]3[C:23](=[CH:24][CH:25]=[CH:26][CH:27]=3)[NH:22][CH:21]=2)=[O:14])[C:11]2=[C:12]3[C:7](=[CH:8][CH:9]=[CH:10]2)[CH2:6][CH2:5][CH2:4][N:3]3[CH:2]=1.[H][H], predict the reaction product. The product is: [C:1]1([C:13]([C@H:15]2[C@@H:19]([C:20]3[C:28]4[C:23](=[CH:24][CH:25]=[CH:26][CH:27]=4)[NH:22][CH:21]=3)[C:18](=[O:29])[NH:17][C:16]2=[O:30])=[O:14])[C:11]2=[C:12]3[C:7](=[CH:8][CH:9]=[CH:10]2)[CH2:6][CH2:5][CH2:4][N:3]3[CH:2]=1.